Task: Predict the product of the given reaction.. Dataset: Forward reaction prediction with 1.9M reactions from USPTO patents (1976-2016) (1) Given the reactants [C:1]([N:8]1[CH2:13][CH2:12][CH:11]([CH2:14][NH2:15])[CH2:10][CH2:9]1)([O:3][C:4]([CH3:7])([CH3:6])[CH3:5])=[O:2].C([N:23]1[CH:27]=[CH:26][N:25]=[CH:24]1)([N:23]1[CH:27]=[CH:26][N:25]=[CH:24]1)=S.N1C=CN=C1.NC1C=[CH:38][C:37]([F:40])=[CH:36][C:35]=1[S:41](N)(=[O:43])=[O:42].CN(C1C=CC=CN=1)C.C(N=C=NC(C)C)(C)C, predict the reaction product. The product is: [C:4]([O:3][C:1]([N:8]1[CH2:13][CH2:12][CH:11]([CH2:14][NH:15][C:24]2[NH:23][C:27]3[CH:26]=[CH:38][C:37]([F:40])=[CH:36][C:35]=3[S:41](=[O:43])(=[O:42])[N:25]=2)[CH2:10][CH2:9]1)=[O:2])([CH3:7])([CH3:6])[CH3:5]. (2) Given the reactants [Cl:1][C:2]1[CH:3]=[CH:4][CH:5]=[C:6]2[C:10]=1[NH:9][N:8]=[C:7]2[C:11]1[CH:16]=[CH:15][C:14]([O:17][CH3:18])=[CH:13][CH:12]=1.[H-].[Na+].I[CH2:22][CH2:23][CH2:24][CH2:25][CH3:26], predict the reaction product. The product is: [Cl:1][C:2]1[CH:3]=[CH:4][CH:5]=[C:6]2[C:10]=1[N:9]([CH2:22][CH2:23][CH2:24][CH2:25][CH3:26])[N:8]=[C:7]2[C:11]1[CH:16]=[CH:15][C:14]([O:17][CH3:18])=[CH:13][CH:12]=1. (3) The product is: [CH2:1]([O:3][C:4](=[O:19])[CH:5]([O:16][CH2:17][CH3:18])[CH2:6][C:7]1[CH:15]=[CH:14][CH:13]=[C:12]2[C:8]=1[CH:9]=[CH:10][N:11]2[CH2:33][CH2:32][C:22]1[N:23]=[C:24]([C:26]2[CH:31]=[CH:30][CH:29]=[CH:28][CH:27]=2)[O:25][C:21]=1[CH3:20])[CH3:2]. Given the reactants [CH2:1]([O:3][C:4](=[O:19])[CH:5]([O:16][CH2:17][CH3:18])[CH2:6][C:7]1[CH:15]=[CH:14][CH:13]=[C:12]2[C:8]=1[CH:9]=[CH:10][NH:11]2)[CH3:2].[CH3:20][C:21]1[O:25][C:24]([C:26]2[CH:31]=[CH:30][CH:29]=[CH:28][CH:27]=2)=[N:23][C:22]=1[CH2:32][CH2:33]OS(C)(=O)=O.[H-].[Na+], predict the reaction product. (4) Given the reactants Br[C:2]1[CH:24]=[CH:23][C:5]2[C:6]3[N:7]([CH:11]=[C:12]([C:14]4[N:18]([CH:19]([CH3:21])[CH3:20])[N:17]=[C:16]([CH3:22])[N:15]=4)[N:13]=3)[CH2:8][CH2:9][O:10][C:4]=2[CH:3]=1.C([O-])(=O)C.[K+].[CH3:30][N:31]1[CH:35]=[CH:34][C:33](B2OC(C)(C)C(C)(C)O2)=[N:32]1, predict the reaction product. The product is: [CH:19]([N:18]1[C:14]([C:12]2[N:13]=[C:6]3[C:5]4[CH:23]=[CH:24][C:2]([C:34]5[CH:33]=[N:32][N:31]([CH3:30])[CH:35]=5)=[CH:3][C:4]=4[O:10][CH2:9][CH2:8][N:7]3[CH:11]=2)=[N:15][C:16]([CH3:22])=[N:17]1)([CH3:21])[CH3:20]. (5) Given the reactants [F:1][C:2]([F:26])([F:25])[S:3]([O:6][C:7]1[CH:16]=[C:15]2[C:10]([C:11](=[O:24])[C:12]([C:17]3[CH:22]=[CH:21][C:20]([NH2:23])=[CH:19][CH:18]=3)=[CH:13][O:14]2)=[CH:9][CH:8]=1)(=[O:5])=[O:4].[CH3:27][S:28](Cl)(=[O:30])=[O:29].O, predict the reaction product. The product is: [F:26][C:2]([F:1])([F:25])[S:3]([O:6][C:7]1[CH:16]=[C:15]2[C:10]([C:11](=[O:24])[C:12]([C:17]3[CH:22]=[CH:21][C:20]([NH:23][S:28]([CH3:27])(=[O:30])=[O:29])=[CH:19][CH:18]=3)=[CH:13][O:14]2)=[CH:9][CH:8]=1)(=[O:5])=[O:4]. (6) Given the reactants [CH3:1][S:2](Cl)(=[O:4])=[O:3].[F:6][C:7]1[CH:8]=[C:9]2[C:28](=[CH:29][CH:30]=1)[O:27][CH2:26][CH2:25][CH2:24][NH:23][CH2:22][C:21]1=[C:31]3[N:32]=[C:15]([CH:16]=[CH:17][N:18]3[N:19]=[CH:20]1)[N:14]1[C@@H:10]2[CH2:11][CH2:12][CH2:13]1.CCN(C(C)C)C(C)C, predict the reaction product. The product is: [F:6][C:7]1[CH:8]=[C:9]2[C:28](=[CH:29][CH:30]=1)[O:27][CH2:26][CH2:25][CH2:24][N:23]([S:2]([CH3:1])(=[O:4])=[O:3])[CH2:22][C:21]1=[C:31]3[N:32]=[C:15]([CH:16]=[CH:17][N:18]3[N:19]=[CH:20]1)[N:14]1[C@@H:10]2[CH2:11][CH2:12][CH2:13]1. (7) Given the reactants [CH:1]([NH2:4])([CH3:3])[CH3:2].[OH:5]C[C:7]([CH2:13][OH:14])([CH2:11]O)[N+]([O-])=O.C=O, predict the reaction product. The product is: [CH3:2][CH:1]([OH:5])[CH3:3].[O:14]1[CH:13]=[CH:7][CH:11]=[CH:1][NH:4]1. (8) Given the reactants [Na].Cl[C:3]1[N:11]=[C:10]2[C:6]([N:7]=[CH:8][N:9]2[CH2:12][C:13]2[CH:14]=[N:15][CH:16]=[CH:17][CH:18]=2)=[C:5]([NH2:19])[N:4]=1.[Br:20]Br.[CH2:22]([OH:26])[CH2:23][CH2:24][CH3:25], predict the reaction product. The product is: [Br:20][C:8]1[N:9]([CH2:12][C:13]2[CH:14]=[N:15][CH:16]=[CH:17][CH:18]=2)[C:10]2[C:6]([N:7]=1)=[C:5]([NH2:19])[N:4]=[C:3]([O:26][CH2:22][CH2:23][CH2:24][CH3:25])[N:11]=2. (9) Given the reactants [C:1]1([CH2:7][CH2:8][O:9][CH2:10][CH2:11][NH:12][C@H:13]2[CH2:18][CH2:17][C@H:16]([NH:19]C(=O)OC(C)(C)C)[CH2:15][CH2:14]2)[CH:6]=[CH:5][CH:4]=[CH:3][CH:2]=1.[ClH:27], predict the reaction product. The product is: [ClH:27].[ClH:27].[C:1]1([CH2:7][CH2:8][O:9][CH2:10][CH2:11][NH:12][C@H:13]2[CH2:14][CH2:15][C@H:16]([NH2:19])[CH2:17][CH2:18]2)[CH:2]=[CH:3][CH:4]=[CH:5][CH:6]=1. (10) Given the reactants C([N:3](CC)[P:4]([O:10][C:11]([CH3:14])([CH3:13])[CH3:12])[O:5][C:6]([CH3:9])([CH3:8])[CH3:7])C.[F:17][C:18]1[C:23]([F:24])=[CH:22][CH:21]=[CH:20][C:19]=1[NH:25][C:26](=[O:57])[CH2:27][N:28]1[CH:32]=[C:31]([NH:33][C:34]2[C:43]3[C:38](=[CH:39][C:40]([O:46][CH2:47][CH2:48][CH2:49][N:50]([CH2:54][CH2:55][OH:56])[CH2:51][CH2:52][CH3:53])=[C:41]([O:44][CH3:45])[CH:42]=3)[N:37]=[CH:36][N:35]=2)[CH:30]=[N:29]1.N1C=NN=N1.OO.S(S([O-])=O)([O-])(=O)=[O:66].[Na+].[Na+].C(=O)(O)[O-].[Na+], predict the reaction product. The product is: [NH3:3].[P:4]([O:56][CH2:55][CH2:54][N:50]([CH2:49][CH2:48][CH2:47][O:46][C:40]1[CH:39]=[C:38]2[C:43]([C:34]([NH:33][C:31]3[CH:30]=[N:29][N:28]([CH2:27][C:26]([NH:25][C:19]4[CH:20]=[CH:21][CH:22]=[C:23]([F:24])[C:18]=4[F:17])=[O:57])[CH:32]=3)=[N:35][CH:36]=[N:37]2)=[CH:42][C:41]=1[O:44][CH3:45])[CH2:51][CH2:52][CH3:53])([O:5][C:6]([CH3:7])([CH3:8])[CH3:9])([O:10][C:11]([CH3:12])([CH3:13])[CH3:14])=[O:66].